This data is from Catalyst prediction with 721,799 reactions and 888 catalyst types from USPTO. The task is: Predict which catalyst facilitates the given reaction. (1) Reactant: C(O[C:6]([N:8]1[CH2:13][CH2:12][CH:11]([C:14]2[CH:19]=[CH:18][C:17]([C:20]3[N:25](CC4C=CC(OC)=CC=4OC)[C:24](=[O:37])[C:23]([C:38]([O:40]C)=[O:39])=[C:22]([OH:42])[C:21]=3[CH2:43][CH3:44])=[CH:16][CH:15]=2)[CH2:10][CH2:9]1)=O)(C)(C)C.FC(F)(F)C(O)=O. Product: [CH2:43]([C:21]1[C:22]([OH:42])=[C:23]([C:38]([OH:40])=[O:39])[C:24](=[O:37])[NH:25][C:20]=1[C:17]1[CH:16]=[CH:15][C:14]([CH:11]2[CH2:12][CH2:13][N:8]([CH3:6])[CH2:9][CH2:10]2)=[CH:19][CH:18]=1)[CH3:44]. The catalyst class is: 4. (2) Reactant: [Si:1]([O:8][CH2:9][C:10]1[CH:15]=[CH:14][C:13]([N+:16]([O-])=O)=[CH:12][N:11]=1)([C:4]([CH3:7])([CH3:6])[CH3:5])([CH3:3])[CH3:2]. Product: [Si:1]([O:8][CH2:9][C:10]1[N:11]=[CH:12][C:13]([NH2:16])=[CH:14][CH:15]=1)([C:4]([CH3:7])([CH3:6])[CH3:5])([CH3:3])[CH3:2]. The catalyst class is: 19. (3) Reactant: [CH2:1]([CH:8]1[C:12]([OH:13])=[CH:11][C:10](=[O:14])[N:9]1[C:15]1[CH:22]=[CH:21][C:18]([C:19]#[N:20])=[C:17]([Cl:23])[CH:16]=1)[C:2]1[CH:7]=[CH:6][CH:5]=[CH:4][CH:3]=1.C(O)(=O)C.[BH4-].[Na+].O. Product: [CH2:1]([C@H:8]1[C@@H:12]([OH:13])[CH2:11][C:10](=[O:14])[N:9]1[C:15]1[CH:22]=[CH:21][C:18]([C:19]#[N:20])=[C:17]([Cl:23])[CH:16]=1)[C:2]1[CH:3]=[CH:4][CH:5]=[CH:6][CH:7]=1. The catalyst class is: 10. (4) Reactant: Cl.[OH:2][CH2:3][C@H:4]1[NH:9][CH2:8][CH2:7][N:6]([C:10]([O:12][CH2:13][C:14]2[CH:19]=[CH:18][CH:17]=[CH:16][CH:15]=2)=[O:11])[CH2:5]1.CCN(C(C)C)C(C)C.[Br:29][CH2:30][C:31](Cl)=[O:32].O. The catalyst class is: 2. Product: [Br:29][CH2:30][C:31]([N:9]1[CH2:8][CH2:7][N:6]([C:10]([O:12][CH2:13][C:14]2[CH:19]=[CH:18][CH:17]=[CH:16][CH:15]=2)=[O:11])[CH2:5][C@H:4]1[CH2:3][OH:2])=[O:32]. (5) Reactant: [Br:1][C:2]1[CH:14]=[CH:13][C:12]2[C:11]3[C:6](=[CH:7][CH:8]=[CH:9][CH:10]=3)[C:5](=O)[C:4]=2[CH:3]=1.Cl.[NH2:17][OH:18]. Product: [Br:1][C:2]1[CH:14]=[CH:13][C:12]2[C:11]3[C:6](=[CH:7][CH:8]=[CH:9][CH:10]=3)/[C:5](=[N:17]/[OH:18])/[C:4]=2[CH:3]=1. The catalyst class is: 88. (6) Reactant: CO[CH:3](OC)[N:4]([CH3:6])[CH3:5].[C:9]([C:12]1[S:16][C:15]([C:17]([OH:19])=[O:18])=[CH:14][CH:13]=1)(=[O:11])[CH3:10].[CH3:20]CCCCC.C(OC)(C)(C)C. Product: [CH3:20][O:18][C:17]([C:15]1[S:16][C:12]([C:9](=[O:11])[CH:10]=[CH:3][N:4]([CH3:5])[CH3:6])=[CH:13][CH:14]=1)=[O:19]. The catalyst class is: 3.